Dataset: CYP2C19 inhibition data for predicting drug metabolism from PubChem BioAssay. Task: Regression/Classification. Given a drug SMILES string, predict its absorption, distribution, metabolism, or excretion properties. Task type varies by dataset: regression for continuous measurements (e.g., permeability, clearance, half-life) or binary classification for categorical outcomes (e.g., BBB penetration, CYP inhibition). Dataset: cyp2c19_veith. (1) The molecule is C[C@H](Br)CN(C[C@H](C)Br)c1ccc2c(c1)Cc1ccccc1-2. The result is 1 (inhibitor). (2) The result is 1 (inhibitor). The molecule is CCN(CC)c1ccc(/C=N/NC(=S)NCc2ccccc2)cc1. (3) The compound is CC1CCN(C(NC(=O)c2ccco2)C(=O)c2ccccc2)CC1. The result is 1 (inhibitor). (4) The result is 1 (inhibitor). The compound is COc1ccccc1-c1cncnc1NCCc1cnc[nH]1.